From a dataset of Buchwald-Hartwig C-N cross coupling reaction yields with 55,370 reactions. Predict the reaction yield, written as a fraction of the theoretical maximum amount of product (1.0 means a 100% yield; for example, 0.34 means a 34% yield). The reactants are CCc1ccc(I)cc1.Cc1ccc(N)cc1.O=S(=O)(O[Pd]1c2ccccc2-c2ccccc2N~1)C(F)(F)F.COc1ccc(OC)c(P([C@]23C[C@H]4C[C@H](C[C@H](C4)C2)C3)[C@]23C[C@H]4C[C@H](C[C@H](C4)C2)C3)c1-c1c(C(C)C)cc(C(C)C)cc1C(C)C.CN(C)C(=NC(C)(C)C)N(C)C.c1ccc(-c2cnoc2)cc1. No catalyst specified. The product is CCc1ccc(Nc2ccc(C)cc2)cc1. The yield is 0.675.